Dataset: NCI-60 drug combinations with 297,098 pairs across 59 cell lines. Task: Regression. Given two drug SMILES strings and cell line genomic features, predict the synergy score measuring deviation from expected non-interaction effect. Drug 1: CC1=C2C(C(=O)C3(C(CC4C(C3C(C(C2(C)C)(CC1OC(=O)C(C(C5=CC=CC=C5)NC(=O)OC(C)(C)C)O)O)OC(=O)C6=CC=CC=C6)(CO4)OC(=O)C)OC)C)OC. Drug 2: CCC1(CC2CC(C3=C(CCN(C2)C1)C4=CC=CC=C4N3)(C5=C(C=C6C(=C5)C78CCN9C7C(C=CC9)(C(C(C8N6C)(C(=O)OC)O)OC(=O)C)CC)OC)C(=O)OC)O.OS(=O)(=O)O. Cell line: SN12C. Synergy scores: CSS=49.7, Synergy_ZIP=4.47, Synergy_Bliss=2.30, Synergy_Loewe=3.93, Synergy_HSA=7.50.